From a dataset of Full USPTO retrosynthesis dataset with 1.9M reactions from patents (1976-2016). Predict the reactants needed to synthesize the given product. Given the product [CH3:32][O:33][C:34]([C:36]1[CH2:37][N:38]([C:50]([O:52][C:53]([CH3:56])([CH3:55])[CH3:54])=[O:51])[CH2:39][CH2:40][C:41]=1[C:21]1[CH:20]=[CH:19][C:16]2[C:17]3[N:11]([CH2:12][CH2:13][O:14][C:15]=2[CH:22]=1)[CH:10]=[C:9]([C:8]1[N:4]([CH:1]([CH3:3])[CH3:2])[N:5]=[CH:6][N:7]=1)[N:18]=3)=[O:35], predict the reactants needed to synthesize it. The reactants are: [CH:1]([N:4]1[C:8]([C:9]2[N:18]=[C:17]3[N:11]([CH2:12][CH2:13][O:14][C:15]4[CH:22]=[C:21](B5OC(C)(C)C(C)(C)O5)[CH:20]=[CH:19][C:16]=43)[CH:10]=2)=[N:7][CH:6]=[N:5]1)([CH3:3])[CH3:2].[CH3:32][O:33][C:34]([CH:36]1[CH:41](OS(C(F)(F)F)(=O)=O)[CH2:40][CH2:39][N:38]([C:50]([O:52][C:53]([CH3:56])([CH3:55])[CH3:54])=[O:51])[CH2:37]1)=[O:35].C([O-])(=O)C.[K+].